From a dataset of NCI-60 drug combinations with 297,098 pairs across 59 cell lines. Regression. Given two drug SMILES strings and cell line genomic features, predict the synergy score measuring deviation from expected non-interaction effect. Drug 1: CC1=CC=C(C=C1)C2=CC(=NN2C3=CC=C(C=C3)S(=O)(=O)N)C(F)(F)F. Drug 2: C1=CC=C(C=C1)NC(=O)CCCCCCC(=O)NO. Cell line: NCI-H460. Synergy scores: CSS=9.99, Synergy_ZIP=-3.15, Synergy_Bliss=-0.745, Synergy_Loewe=-16.6, Synergy_HSA=-5.30.